Task: Predict the reaction yield, written as a fraction of the theoretical maximum amount of product (1.0 means a 100% yield; for example, 0.34 means a 34% yield).. Dataset: Reaction yield outcomes from USPTO patents with 853,638 reactions (1) The reactants are Br[CH2:2]/[CH:3]=[C:4](\[F:10])/[C:5]([O:7][CH2:8][CH3:9])=[O:6].[C:11]([O-:14])(=[O:13])[CH3:12].[Na+]. The catalyst is CN(C)C=O.O. The product is [C:11]([O:14][CH2:2]/[CH:3]=[C:4](\[F:10])/[C:5]([O:7][CH2:8][CH3:9])=[O:6])(=[O:13])[CH3:12]. The yield is 0.330. (2) The reactants are [F:1][C:2]1[CH:3]=[C:4]([CH:14]([NH:16][C:17]([C:19]2[N:20]=[C:21](Cl)[O:22][CH:23]=2)=[O:18])[CH3:15])[CH:5]=[C:6]([F:13])[C:7]=1[NH:8][S:9]([CH3:12])(=[O:11])=[O:10].[CH2:25]([C:27]1[CH:28]=[C:29]([OH:33])[CH:30]=[CH:31][CH:32]=1)[CH3:26]. No catalyst specified. The product is [F:1][C:2]1[CH:3]=[C:4]([CH:14]([NH:16][C:17]([C:19]2[N:20]=[C:21]([O:33][C:29]3[CH:30]=[CH:31][CH:32]=[C:27]([CH2:25][CH3:26])[CH:28]=3)[O:22][CH:23]=2)=[O:18])[CH3:15])[CH:5]=[C:6]([F:13])[C:7]=1[NH:8][S:9]([CH3:12])(=[O:11])=[O:10]. The yield is 0.800. (3) The reactants are [CH3:1][C:2]1[N:3]=[CH:4][C:5]([CH2:8][NH:9][C:10]([C:12]2[S:16][C:15]([C:17]([O:19]C)=O)=[CH:14][CH:13]=2)=[O:11])=[N:6][CH:7]=1.O.[NH2:22][NH2:23].C(Cl)(Cl)Cl. The catalyst is CO. The product is [CH3:1][C:2]1[N:3]=[CH:4][C:5]([CH2:8][NH:9][C:10]([C:12]2[S:16][C:15]([C:17]([NH:22][NH2:23])=[O:19])=[CH:14][CH:13]=2)=[O:11])=[N:6][CH:7]=1. The yield is 0.720. (4) The reactants are [O-]P([O-])([O-])=O.[K+].[K+].[K+].[CH2:9]([NH2:16])[C:10]1[CH:15]=[CH:14][CH:13]=[CH:12][CH:11]=1.Br[C:18]1[CH:26]=[CH:25][CH:24]=[CH:23][C:19]=1[C:20]([OH:22])=[O:21].C(O)CO. The catalyst is [Cu]I.C(O)CCC. The product is [CH2:9]([NH:16][C:18]1[CH:26]=[CH:25][CH:24]=[CH:23][C:19]=1[C:20]([OH:22])=[O:21])[C:10]1[CH:15]=[CH:14][CH:13]=[CH:12][CH:11]=1. The yield is 0.530. (5) The reactants are [NH2:1][CH2:2][C:3]1[C:4]([CH3:19])=[CH:5][C:6]([NH:11][C:12](=[O:18])[O:13][C:14]([CH3:17])([CH3:16])[CH3:15])=[N:7][C:8]=1[O:9][CH3:10].[Br:20][C:21]1[CH:22]=[C:23]([C:34](O)=[O:35])[C:24]2[C:25]([CH3:33])=[CH:26][N:27]([CH:30]([CH3:32])[CH3:31])[C:28]=2[CH:29]=1.C1C=NC2N(O)N=NC=2C=1.C(Cl)CCl. The catalyst is CN(C=O)C.CCOC(C)=O. The product is [Br:20][C:21]1[CH:22]=[C:23]([C:34]([NH:1][CH2:2][C:3]2[C:4]([CH3:19])=[CH:5][C:6]([NH:11][C:12](=[O:18])[O:13][C:14]([CH3:15])([CH3:16])[CH3:17])=[N:7][C:8]=2[O:9][CH3:10])=[O:35])[C:24]2[C:25]([CH3:33])=[CH:26][N:27]([CH:30]([CH3:31])[CH3:32])[C:28]=2[CH:29]=1. The yield is 0.990. (6) The reactants are Br[C:2]1[CH:3]=[CH:4][C:5]([N:8]2[Si](C)(C)CC[Si]2(C)C)=[N:6][CH:7]=1.[SH:17][CH2:18][CH2:19][OH:20].CCN(C(C)C)C(C)C. The catalyst is C1C=CC(/C=C/C(/C=C/C2C=CC=CC=2)=O)=CC=1.C1C=CC(/C=C/C(/C=C/C2C=CC=CC=2)=O)=CC=1.C1C=CC(/C=C/C(/C=C/C2C=CC=CC=2)=O)=CC=1.[Pd].[Pd].CC1(C)C2C(=C(P(C3C=CC=CC=3)C3C=CC=CC=3)C=CC=2)OC2C(P(C3C=CC=CC=3)C3C=CC=CC=3)=CC=CC1=2.O1CCOCC1. The product is [NH2:8][C:5]1[N:6]=[CH:7][C:2]([S:17][CH2:18][CH2:19][OH:20])=[CH:3][CH:4]=1. The yield is 0.960. (7) The reactants are [C:1]([O:5][C:6]1[CH:11]=[CH:10][C:9]([CH2:12][C@H:13]([NH:36]C(=O)OCC2C3C=CC=CC=3C3C2=CC=CC=3)[C:14]([N:16]([CH2:28][CH:29]([O:33][CH2:34][CH3:35])[O:30][CH2:31][CH3:32])[CH2:17][C:18]2[C:27]3[C:22](=[CH:23][CH:24]=[CH:25][CH:26]=3)[CH:21]=[CH:20][CH:19]=2)=[O:15])=[CH:8][CH:7]=1)([CH3:4])([CH3:3])[CH3:2].N1CCCCC1. The yield is 1.12. No catalyst specified. The product is [NH2:36][C@@H:13]([CH2:12][C:9]1[CH:10]=[CH:11][C:6]([O:5][C:1]([CH3:3])([CH3:2])[CH3:4])=[CH:7][CH:8]=1)[C:14]([N:16]([CH2:28][CH:29]([O:33][CH2:34][CH3:35])[O:30][CH2:31][CH3:32])[CH2:17][C:18]1[C:27]2[C:22](=[CH:23][CH:24]=[CH:25][CH:26]=2)[CH:21]=[CH:20][CH:19]=1)=[O:15].